This data is from Peptide-MHC class II binding affinity with 134,281 pairs from IEDB. The task is: Regression. Given a peptide amino acid sequence and an MHC pseudo amino acid sequence, predict their binding affinity value. This is MHC class II binding data. The peptide sequence is ANWIEIMRIKKLTIT. The MHC is HLA-DQA10101-DQB10501 with pseudo-sequence HLA-DQA10101-DQB10501. The binding affinity (normalized) is 0.213.